This data is from Full USPTO retrosynthesis dataset with 1.9M reactions from patents (1976-2016). The task is: Predict the reactants needed to synthesize the given product. (1) Given the product [CH2:1]([O:3][C:4]1[CH:5]=[C:6]([C:12]([C:14]2[CH:19]=[CH:18][C:17]([O:20][CH3:21])=[C:16]([CH3:22])[CH:15]=2)=[O:13])[CH:7]=[CH:8][C:9]=1[O:10][CH3:11])[CH3:2], predict the reactants needed to synthesize it. The reactants are: [CH2:1]([O:3][C:4]1[CH:5]=[C:6]([CH:12]([C:14]2[CH:19]=[CH:18][C:17]([O:20][CH3:21])=[C:16]([CH3:22])[CH:15]=2)[OH:13])[CH:7]=[CH:8][C:9]=1[O:10][CH3:11])[CH3:2]. (2) Given the product [CH3:16][O:15][CH:3]([O:2][CH3:1])[CH2:4][N:5]([S:24]([CH3:23])(=[O:26])=[O:25])[C:6]1[CH:11]=[CH:10][C:9]([F:12])=[C:8]([O:13][CH3:14])[CH:7]=1, predict the reactants needed to synthesize it. The reactants are: [CH3:1][O:2][CH:3]([O:15][CH3:16])[CH2:4][NH:5][C:6]1[CH:11]=[CH:10][C:9]([F:12])=[C:8]([O:13][CH3:14])[CH:7]=1.N1C=CC=CC=1.[CH3:23][S:24](Cl)(=[O:26])=[O:25].